Dataset: Reaction yield outcomes from USPTO patents with 853,638 reactions. Task: Predict the reaction yield, written as a fraction of the theoretical maximum amount of product (1.0 means a 100% yield; for example, 0.34 means a 34% yield). The reactants are [Na].[CH3:2][C:3](=[O:7])[CH2:4][CH2:5][CH3:6].[C:8]([O:15][CH2:16][CH3:17])(=[O:14])[C:9]([O:11]CC)=O. The catalyst is C(O)C. The product is [O:11]=[C:9]([CH2:2][C:3](=[O:7])[CH2:4][CH2:5][CH3:6])[C:8]([O:15][CH2:16][CH3:17])=[O:14]. The yield is 0.955.